From a dataset of NCI-60 drug combinations with 297,098 pairs across 59 cell lines. Regression. Given two drug SMILES strings and cell line genomic features, predict the synergy score measuring deviation from expected non-interaction effect. (1) Drug 1: C#CCC(CC1=CN=C2C(=N1)C(=NC(=N2)N)N)C3=CC=C(C=C3)C(=O)NC(CCC(=O)O)C(=O)O. Drug 2: C1=NC2=C(N1)C(=S)N=CN2. Cell line: NCI/ADR-RES. Synergy scores: CSS=48.3, Synergy_ZIP=-5.94, Synergy_Bliss=-2.80, Synergy_Loewe=7.34, Synergy_HSA=7.96. (2) Drug 1: C1CC(=O)NC(=O)C1N2CC3=C(C2=O)C=CC=C3N. Drug 2: CC1C(C(CC(O1)OC2CC(CC3=C2C(=C4C(=C3O)C(=O)C5=C(C4=O)C(=CC=C5)OC)O)(C(=O)CO)O)N)O.Cl. Cell line: MOLT-4. Synergy scores: CSS=42.5, Synergy_ZIP=3.16, Synergy_Bliss=0.899, Synergy_Loewe=-14.9, Synergy_HSA=1.77. (3) Cell line: SF-268. Drug 2: C1CN(P(=O)(OC1)NCCCl)CCCl. Synergy scores: CSS=-0.957, Synergy_ZIP=0.747, Synergy_Bliss=-0.0353, Synergy_Loewe=-1.95, Synergy_HSA=-1.95. Drug 1: CCC1(CC2CC(C3=C(CCN(C2)C1)C4=CC=CC=C4N3)(C5=C(C=C6C(=C5)C78CCN9C7C(C=CC9)(C(C(C8N6C)(C(=O)OC)O)OC(=O)C)CC)OC)C(=O)OC)O.OS(=O)(=O)O. (4) Drug 1: C1=CC(=C2C(=C1NCCNCCO)C(=O)C3=C(C=CC(=C3C2=O)O)O)NCCNCCO. Drug 2: CS(=O)(=O)OCCCCOS(=O)(=O)C. Cell line: RPMI-8226. Synergy scores: CSS=52.7, Synergy_ZIP=3.29, Synergy_Bliss=5.99, Synergy_Loewe=-12.2, Synergy_HSA=3.86. (5) Drug 1: C1=CC(=CC=C1CCC2=CNC3=C2C(=O)NC(=N3)N)C(=O)NC(CCC(=O)O)C(=O)O. Drug 2: CCN(CC)CCCC(C)NC1=C2C=C(C=CC2=NC3=C1C=CC(=C3)Cl)OC. Cell line: SR. Synergy scores: CSS=54.0, Synergy_ZIP=-1.78, Synergy_Bliss=-5.83, Synergy_Loewe=-5.83, Synergy_HSA=-4.39. (6) Drug 1: CN(C)C1=NC(=NC(=N1)N(C)C)N(C)C. Drug 2: C1CC(=O)NC(=O)C1N2C(=O)C3=CC=CC=C3C2=O. Cell line: NCI/ADR-RES. Synergy scores: CSS=1.29, Synergy_ZIP=1.28, Synergy_Bliss=5.29, Synergy_Loewe=3.31, Synergy_HSA=3.18. (7) Drug 1: COC1=CC(=CC(=C1O)OC)C2C3C(COC3=O)C(C4=CC5=C(C=C24)OCO5)OC6C(C(C7C(O6)COC(O7)C8=CC=CS8)O)O. Drug 2: CN1C2=C(C=C(C=C2)N(CCCl)CCCl)N=C1CCCC(=O)O.Cl. Cell line: M14. Synergy scores: CSS=40.3, Synergy_ZIP=4.53, Synergy_Bliss=5.95, Synergy_Loewe=-22.1, Synergy_HSA=4.47. (8) Drug 1: CC(C1=C(C=CC(=C1Cl)F)Cl)OC2=C(N=CC(=C2)C3=CN(N=C3)C4CCNCC4)N. Drug 2: CNC(=O)C1=NC=CC(=C1)OC2=CC=C(C=C2)NC(=O)NC3=CC(=C(C=C3)Cl)C(F)(F)F. Cell line: OVCAR3. Synergy scores: CSS=19.1, Synergy_ZIP=-4.20, Synergy_Bliss=-0.664, Synergy_Loewe=-3.61, Synergy_HSA=-4.22.